Task: Predict the reaction yield, written as a fraction of the theoretical maximum amount of product (1.0 means a 100% yield; for example, 0.34 means a 34% yield).. Dataset: Reaction yield outcomes from USPTO patents with 853,638 reactions (1) The reactants are [CH3:1][O:2][C:3]1[CH:11]=[C:10]([N+:12]([O-:14])=[O:13])[CH:9]=[CH:8][C:4]=1[C:5]([OH:7])=[O:6].[C:15](=O)([O-])[O-].[K+].[K+].IC. No catalyst specified. The product is [CH3:1][O:2][C:3]1[CH:11]=[C:10]([N+:12]([O-:14])=[O:13])[CH:9]=[CH:8][C:4]=1[C:5]([O:7][CH3:15])=[O:6]. The yield is 0.770. (2) The reactants are C[Si]([N-][Si](C)(C)C)(C)C.[K+].[O:11]1[CH2:16][CH2:15][CH:14]([NH:17][C:18]2[N:23]=[C:22]([C:24]3[CH:29]=[CH:28][NH:27][C:26](=[O:30])[CH:25]=3)[CH:21]=[CH:20][N:19]=2)[CH2:13][CH2:12]1.CS(O[C@H:36]([C:47]1[CH:52]=[CH:51][C:50]([Cl:53])=[C:49]([F:54])[CH:48]=1)[CH2:37][CH2:38][O:39][Si:40]([C:43]([CH3:46])([CH3:45])[CH3:44])([CH3:42])[CH3:41])(=O)=O. The catalyst is CC1CCCO1. The product is [Si:40]([O:39][CH2:38][CH2:37][C@@H:36]([N:27]1[CH:28]=[CH:29][C:24]([C:22]2[CH:21]=[CH:20][N:19]=[C:18]([NH:17][CH:14]3[CH2:15][CH2:16][O:11][CH2:12][CH2:13]3)[N:23]=2)=[CH:25][C:26]1=[O:30])[C:47]1[CH:52]=[CH:51][C:50]([Cl:53])=[C:49]([F:54])[CH:48]=1)([C:43]([CH3:46])([CH3:45])[CH3:44])([CH3:42])[CH3:41]. The yield is 0.665. (3) The reactants are [NH2:1][C:2]1[CH:7]=[CH:6][CH:5]=[CH:4][CH:3]=1.[CH2:8]([O:10][CH:11]([O:16][CH2:17][CH3:18])[CH2:12][N:13]=[C:14]=[NH:15])[CH3:9].CS(O)(=O)=O.[OH-].[Na+]. The catalyst is C(O)C. The product is [CH2:17]([O:16][CH:11]([O:10][CH2:8][CH3:9])[CH2:12][NH:13][C:14]([NH:1][C:2]1[CH:7]=[CH:6][CH:5]=[CH:4][CH:3]=1)=[NH:15])[CH3:18]. The yield is 0.738.